Dataset: Catalyst prediction with 721,799 reactions and 888 catalyst types from USPTO. Task: Predict which catalyst facilitates the given reaction. (1) Reactant: C([O:5][C:6](=[O:28])[CH2:7][N:8]1[CH2:12][CH2:11][CH2:10][C@H:9]1[CH2:13][O:14][C:15]1[CH:20]=[CH:19][C:18]([CH2:21][C:22]2[CH:27]=[CH:26][CH:25]=[CH:24][CH:23]=2)=[CH:17][CH:16]=1)(C)(C)C.[F:29][C:30]([F:35])([F:34])[C:31]([OH:33])=[O:32]. Product: [OH:33][C:31]([C:30]([F:35])([F:34])[F:29])=[O:32].[CH2:21]([C:18]1[CH:19]=[CH:20][C:15]([O:14][CH2:13][C@@H:9]2[CH2:10][CH2:11][CH2:12][N:8]2[CH2:7][C:6]([OH:28])=[O:5])=[CH:16][CH:17]=1)[C:22]1[CH:23]=[CH:24][CH:25]=[CH:26][CH:27]=1. The catalyst class is: 4. (2) Reactant: CCN(C(C)C)C(C)C.[CH3:10][O:11][C:12]1[CH:13]=[CH:14][CH:15]=[C:16]2[C:21]=1[O:20][C:19](=[O:22])[C:18]([C:23]([OH:25])=O)=[CH:17]2.CN(C(ON1N=NC2C=CC=NC1=2)=[N+](C)C)C.F[P-](F)(F)(F)(F)F.[NH:50]1[C:54]2[CH:55]=[CH:56][CH:57]=[CH:58][C:53]=2[N:52]=[C:51]1[C:59]1[CH:64]=[CH:63][C:62]([NH2:65])=[CH:61][CH:60]=1. Product: [NH:50]1[C:54]2[CH:55]=[CH:56][CH:57]=[CH:58][C:53]=2[N:52]=[C:51]1[C:59]1[CH:64]=[CH:63][C:62]([NH:65][C:23]([C:18]2[C:19](=[O:22])[O:20][C:21]3[C:16]([CH:17]=2)=[CH:15][CH:14]=[CH:13][C:12]=3[O:11][CH3:10])=[O:25])=[CH:61][CH:60]=1. The catalyst class is: 3. (3) Product: [NH2:1][C@@H:2]1[CH2:6][CH2:5][CH2:4][C@H:3]1[O:7][C:16]1[C:17]([C:18]([F:19])([F:21])[F:20])=[CH:12][N:13]=[C:14]([NH:22][C:23]2[CH:38]=[CH:37][C:26]([C:27]([NH:29][CH:30]3[CH2:31][CH2:32][N:33]([CH3:36])[CH2:34][CH2:35]3)=[O:28])=[CH:25][C:24]=2[O:39][CH3:40])[N:15]=1. Reactant: [NH2:1][C@@H:2]1[CH2:6][CH2:5][CH2:4][C@H:3]1[OH:7].Cl.[H-].[Na+].Cl[C:12]1[C:17]([C:18]([F:21])([F:20])[F:19])=[CH:16][N:15]=[C:14]([NH:22][C:23]2[CH:38]=[CH:37][C:26]([C:27]([NH:29][CH:30]3[CH2:35][CH2:34][N:33]([CH3:36])[CH2:32][CH2:31]3)=[O:28])=[CH:25][C:24]=2[O:39][CH3:40])[N:13]=1. The catalyst class is: 38. (4) Reactant: [F:1][C:2]1[CH:3]=[C:4]([C@@:15]([C:24]2[CH:29]=[CH:28][C:27]([F:30])=[CH:26][CH:25]=2)([NH2:23])[CH2:16][C:17]2[CH:22]=[CH:21][CH:20]=[CH:19][CH:18]=2)[CH:5]=[C:6]([O:8][C:9]([F:14])([F:13])[CH:10]([F:12])[F:11])[CH:7]=1.CN1CCOCC1.C1CN([P+](Br)(N2CCCC2)N2CCCC2)CC1.F[P-](F)(F)(F)(F)F.[F:62][C:63]([F:79])([F:78])[C:64]([CH:70]1[O:74][N:73]=[C:72]([C:75](O)=[O:76])[CH2:71]1)([OH:69])[C:65]([F:68])([F:67])[F:66]. The catalyst class is: 121. Product: [F:1][C:2]1[CH:3]=[C:4]([C@@:15]([C:24]2[CH:29]=[CH:28][C:27]([F:30])=[CH:26][CH:25]=2)([NH2:23])[CH2:16][C:17]2[CH:22]=[CH:21][CH:20]=[CH:19][CH:18]=2)[CH:5]=[C:6]([O:8][C:9]([F:14])([F:13])[CH:10]([F:12])[F:11])[CH:7]=1.[F:1][C:2]1[CH:3]=[C:4]([C@:15]([NH:23][C:75]([C:72]2[CH2:71][CH:70]([C:64]([OH:69])([C:63]([F:79])([F:78])[F:62])[C:65]([F:66])([F:67])[F:68])[O:74][N:73]=2)=[O:76])([C:24]2[CH:29]=[CH:28][C:27]([F:30])=[CH:26][CH:25]=2)[CH2:16][C:17]2[CH:22]=[CH:21][CH:20]=[CH:19][CH:18]=2)[CH:5]=[C:6]([O:8][C:9]([F:14])([F:13])[CH:10]([F:12])[F:11])[CH:7]=1. (5) Reactant: Br[C:2]1[CH:7]=[CH:6][C:5]([N:8]2[C:12](=[O:13])[N:11]([CH2:14][O:15][CH2:16][CH2:17][Si:18]([CH3:21])([CH3:20])[CH3:19])[CH:10]=[N:9]2)=[CH:4][CH:3]=1.CC([O-])=O.[K+].[B:27]1([B:27]2[O:31][C:30]([CH3:33])([CH3:32])[C:29]([CH3:35])([CH3:34])[O:28]2)[O:31][C:30]([CH3:33])([CH3:32])[C:29]([CH3:35])([CH3:34])[O:28]1. Product: [CH3:34][C:29]1([CH3:35])[C:30]([CH3:33])([CH3:32])[O:31][B:27]([C:2]2[CH:7]=[CH:6][C:5]([N:8]3[C:12](=[O:13])[N:11]([CH2:14][O:15][CH2:16][CH2:17][Si:18]([CH3:21])([CH3:20])[CH3:19])[CH:10]=[N:9]3)=[CH:4][CH:3]=2)[O:28]1. The catalyst class is: 462. (6) Reactant: C(=O)([O-])[O-].[Na+].[Na+].O1CCOCC1.Cl[C:14]1[N:22]=[C:21]2[C:17]([N:18]=[CH:19][N:20]2[CH2:23][CH:24]2[CH2:26][CH2:25]2)=[C:16]([N:27]2[CH2:32][CH2:31][O:30][CH2:29][CH2:28]2)[N:15]=1.CC1(C)C(C)(C)OB([C:41]2[CH:42]=[N:43][C:44]([NH2:47])=[N:45][CH:46]=2)O1. Product: [CH:24]1([CH2:23][N:20]2[CH:19]=[N:18][C:17]3[C:21]2=[N:22][C:14]([C:41]2[CH:42]=[N:43][C:44]([NH2:47])=[N:45][CH:46]=2)=[N:15][C:16]=3[N:27]2[CH2:32][CH2:31][O:30][CH2:29][CH2:28]2)[CH2:26][CH2:25]1. The catalyst class is: 84. (7) Reactant: [C:1]([O:5][C:6]([N:8]([C:32]([O:34][C:35]([CH3:38])([CH3:37])[CH3:36])=[O:33])[C:9]1[C:18]2[C:13](=[CH:14][C:15]([NH:19][CH:20]([C:25]3[CH:30]=[CH:29][CH:28]=[C:27]([Br:31])[CH:26]=3)[C:21]([O:23]C)=[O:22])=[CH:16][CH:17]=2)[CH:12]=[CH:11][N:10]=1)=[O:7])([CH3:4])([CH3:3])[CH3:2].O.[OH-].[Li+].CO. Product: [C:1]([O:5][C:6]([N:8]([C:32]([O:34][C:35]([CH3:38])([CH3:37])[CH3:36])=[O:33])[C:9]1[C:18]2[C:13](=[CH:14][C:15]([NH:19][CH:20]([C:25]3[CH:30]=[CH:29][CH:28]=[C:27]([Br:31])[CH:26]=3)[C:21]([OH:23])=[O:22])=[CH:16][CH:17]=2)[CH:12]=[CH:11][N:10]=1)=[O:7])([CH3:4])([CH3:3])[CH3:2]. The catalyst class is: 20. (8) Reactant: [CH3:1][C:2]1[CH:3]=[C:4]([CH:9]2[CH2:14][N:13]([C:15](OC3C=CC([N+]([O-])=O)=CC=3)=[O:16])[CH2:12][CH:11]([C:27]([O:29][CH3:30])=[O:28])[CH2:10]2)[CH:5]=[CH:6][C:7]=1[CH3:8].Cl.[OH:32][CH:33]1[CH2:36][NH:35][CH2:34]1.C(=O)([O-])[O-].[K+].[K+]. Product: [CH3:1][C:2]1[CH:3]=[C:4]([CH:9]2[CH2:14][N:13]([C:15]([N:35]3[CH2:36][CH:33]([OH:32])[CH2:34]3)=[O:16])[CH2:12][CH:11]([C:27]([O:29][CH3:30])=[O:28])[CH2:10]2)[CH:5]=[CH:6][C:7]=1[CH3:8]. The catalyst class is: 9. (9) Product: [Br:11][C:12]1[CH:19]=[C:18]([CH2:26][CH2:25][C:24]([OH:29])=[O:23])[CH:17]=[CH:14][C:13]=1[F:20]. Reactant: C(N(CC)CC)C.C(O)=O.[Br:11][C:12]1[C:13]([F:20])=[C:14]([CH:17]=[CH:18][CH:19]=1)C=O.CC1(C)O[C:26](=O)[CH2:25][C:24](=[O:29])[O:23]1. The catalyst class is: 9.